This data is from Catalyst prediction with 721,799 reactions and 888 catalyst types from USPTO. The task is: Predict which catalyst facilitates the given reaction. (1) Product: [CH2:1]([O:3][C:4]1[CH:5]=[C:6]([CH:9]=[CH:10][C:11]=1[O:12][CH2:14][CH:15]=[C:16]([CH3:18])[CH3:17])[CH:7]=[O:8])[CH3:2]. The catalyst class is: 3. Reactant: [CH2:1]([O:3][C:4]1[CH:5]=[C:6]([CH:9]=[CH:10][C:11]=1[OH:12])[CH:7]=[O:8])[CH3:2].Br[CH2:14][CH:15]=[C:16]([CH3:18])[CH3:17].C([O-])([O-])=O.[K+].[K+].C(OC1C=C(C=CC=1C)C=O)C. (2) Reactant: [NH:1]([C:3]1[CH:4]=[CH:5][C:6]2[C:14]3[CH:9]([CH:10]([CH3:15])[CH:11]=[CH:12][CH:13]=3)[NH:8][C:7]=2[N:16]=1)[NH2:2].[C:17]([C:20]1[CH:21]=[N:22][CH:23]=[CH:24][CH:25]=1)(=O)[CH3:18]. Product: [CH3:15][CH:10]1[CH:9]2[C:14]([C:6]3[CH:5]=[CH:4][C:3]([NH:1]/[N:2]=[C:17](\[C:20]4[CH:21]=[N:22][CH:23]=[CH:24][CH:25]=4)/[CH3:18])=[N:16][C:7]=3[NH:8]2)=[CH:13][CH:12]=[CH:11]1. The catalyst class is: 15. (3) Reactant: [N:1]([CH2:4][C:5]1[O:9][N:8]=[C:7]([CH3:10])[CH:6]=1)=[C:2]=[O:3].[N+:11](=[C:13]1[N:17]=[CH:16][N:15]=[C:14]1[C:18]([NH2:20])=[O:19])=[N-:12]. Product: [CH3:10][C:7]1[CH:6]=[C:5]([CH2:4][N:1]2[C:2](=[O:3])[N:17]3[CH:16]=[N:15][C:14]([C:18]([NH2:20])=[O:19])=[C:13]3[N:11]=[N:12]2)[O:9][N:8]=1. The catalyst class is: 16.